Dataset: NCI-60 drug combinations with 297,098 pairs across 59 cell lines. Task: Regression. Given two drug SMILES strings and cell line genomic features, predict the synergy score measuring deviation from expected non-interaction effect. (1) Drug 1: COC1=CC(=CC(=C1O)OC)C2C3C(COC3=O)C(C4=CC5=C(C=C24)OCO5)OC6C(C(C7C(O6)COC(O7)C8=CC=CS8)O)O. Drug 2: CC1=CC=C(C=C1)C2=CC(=NN2C3=CC=C(C=C3)S(=O)(=O)N)C(F)(F)F. Cell line: OVCAR3. Synergy scores: CSS=10.5, Synergy_ZIP=-8.97, Synergy_Bliss=-1.71, Synergy_Loewe=-22.2, Synergy_HSA=-0.525. (2) Drug 1: CC1=C(C(CCC1)(C)C)C=CC(=CC=CC(=CC(=O)O)C)C. Drug 2: C1C(C(OC1N2C=NC(=NC2=O)N)CO)O. Cell line: SN12C. Synergy scores: CSS=12.8, Synergy_ZIP=-4.89, Synergy_Bliss=0.820, Synergy_Loewe=0.311, Synergy_HSA=0.706. (3) Drug 1: C1C(C(OC1N2C=NC3=C2NC=NCC3O)CO)O. Drug 2: CC1C(C(CC(O1)OC2CC(CC3=C2C(=C4C(=C3O)C(=O)C5=CC=CC=C5C4=O)O)(C(=O)C)O)N)O. Cell line: NCI-H226. Synergy scores: CSS=46.6, Synergy_ZIP=-0.650, Synergy_Bliss=1.05, Synergy_Loewe=1.93, Synergy_HSA=3.25. (4) Drug 1: C1=CN(C=N1)CC(O)(P(=O)(O)O)P(=O)(O)O. Drug 2: CCC1(C2=C(COC1=O)C(=O)N3CC4=CC5=C(C=CC(=C5CN(C)C)O)N=C4C3=C2)O.Cl. Cell line: SW-620. Synergy scores: CSS=27.8, Synergy_ZIP=1.34, Synergy_Bliss=0.629, Synergy_Loewe=-20.4, Synergy_HSA=1.12. (5) Drug 1: CC1=C(C(=O)C2=C(C1=O)N3CC4C(C3(C2COC(=O)N)OC)N4)N. Drug 2: C1C(C(OC1N2C=NC3=C2NC=NCC3O)CO)O. Cell line: HCT-15. Synergy scores: CSS=-2.21, Synergy_ZIP=-0.327, Synergy_Bliss=-7.41, Synergy_Loewe=-9.74, Synergy_HSA=-8.88.